This data is from NCI-60 drug combinations with 297,098 pairs across 59 cell lines. The task is: Regression. Given two drug SMILES strings and cell line genomic features, predict the synergy score measuring deviation from expected non-interaction effect. (1) Drug 1: C1CC(=O)NC(=O)C1N2CC3=C(C2=O)C=CC=C3N. Drug 2: CC(CN1CC(=O)NC(=O)C1)N2CC(=O)NC(=O)C2. Cell line: U251. Synergy scores: CSS=31.5, Synergy_ZIP=-10.1, Synergy_Bliss=-3.81, Synergy_Loewe=-3.09, Synergy_HSA=0.340. (2) Drug 1: C1=CC(=CC=C1C#N)C(C2=CC=C(C=C2)C#N)N3C=NC=N3. Drug 2: CC(C)CN1C=NC2=C1C3=CC=CC=C3N=C2N. Cell line: SN12C. Synergy scores: CSS=-1.84, Synergy_ZIP=2.48, Synergy_Bliss=-5.24, Synergy_Loewe=-5.93, Synergy_HSA=-5.89.